This data is from Full USPTO retrosynthesis dataset with 1.9M reactions from patents (1976-2016). The task is: Predict the reactants needed to synthesize the given product. Given the product [OH:27][C:26]1[CH:6]=[CH:7][C:2]([C:1]([O:9][CH3:19])=[O:8])=[CH:3][C:4]=1[O:17][CH3:11], predict the reactants needed to synthesize it. The reactants are: [C:1]([OH:9])(=[O:8])[C:2]1[CH:7]=[CH:6]C=[CH:4][CH:3]=1.Cl.[C:11]1([OH:17])C=CC=CC=1.I[C:19]1C=C(C)C=CC=1.[CH3:26][OH:27].